From a dataset of Forward reaction prediction with 1.9M reactions from USPTO patents (1976-2016). Predict the product of the given reaction. (1) Given the reactants F[C:2]1[CH:10]=[C:9]([F:11])[CH:8]=[C:7]([F:12])[C:3]=1[C:4]([OH:6])=[O:5].[CH:13]1([NH2:16])[CH2:15][CH2:14]1, predict the reaction product. The product is: [CH:13]1([NH:16][C:2]2[CH:10]=[C:9]([F:11])[CH:8]=[C:7]([F:12])[C:3]=2[C:4]([OH:6])=[O:5])[CH2:15][CH2:14]1. (2) Given the reactants Br[CH2:2][C:3]1[CH:4]=[C:5]([CH:10]=[CH:11][CH:12]=1)[C:6]([O:8][CH3:9])=[O:7].[F:13][C:14]1[N:19]=[CH:18][C:17]([CH2:20][CH2:21][CH2:22][CH2:23][CH2:24][CH2:25][CH:26]([OH:43])[C:27]([NH:29][CH2:30][C:31]2[S:32][C:33]([C:36]3[CH:41]=[CH:40][C:39]([OH:42])=[CH:38][CH:37]=3)=[N:34][N:35]=2)=[O:28])=[CH:16][CH:15]=1.C(=O)([O-])[O-].[Cs+].[Cs+].CN(C)C=O, predict the reaction product. The product is: [F:13][C:14]1[N:19]=[CH:18][C:17]([CH2:20][CH2:21][CH2:22][CH2:23][CH2:24][CH2:25][CH:26]([OH:43])[C:27]([NH:29][CH2:30][C:31]2[S:32][C:33]([C:36]3[CH:37]=[CH:38][C:39]([O:42][CH2:2][C:3]4[CH:4]=[C:5]([CH:10]=[CH:11][CH:12]=4)[C:6]([O:8][CH3:9])=[O:7])=[CH:40][CH:41]=3)=[N:34][N:35]=2)=[O:28])=[CH:16][CH:15]=1. (3) Given the reactants [CH2:1](Br)[CH:2]=[CH2:3].C(N(C(C)C)CC)(C)C.[CH3:14][O:15][C:16]1[CH:23]=[C:22]([O:24][CH3:25])[CH:21]=[CH:20][C:17]=1[CH2:18][NH2:19].[OH-].[Na+], predict the reaction product. The product is: [CH2:1]([NH:19][CH2:18][C:17]1[CH:20]=[CH:21][C:22]([O:24][CH3:25])=[CH:23][C:16]=1[O:15][CH3:14])[CH:2]=[CH2:3]. (4) Given the reactants [C:1]([O:5][C:6]([N:8]1[CH2:13][CH2:12][CH:11]([C:14]([OH:16])=O)[CH2:10][CH2:9]1)=[O:7])([CH3:4])([CH3:3])[CH3:2].S(Cl)(Cl)=O.[Br:21][C:22]1[CH:27]=[C:26]([F:28])[CH:25]=[CH:24][C:23]=1[NH2:29].C(N(CC)CC)C, predict the reaction product. The product is: [C:1]([O:5][C:6]([N:8]1[CH2:9][CH2:10][CH:11]([C:14](=[O:16])[NH:29][C:23]2[CH:24]=[CH:25][C:26]([F:28])=[CH:27][C:22]=2[Br:21])[CH2:12][CH2:13]1)=[O:7])([CH3:2])([CH3:3])[CH3:4]. (5) Given the reactants [Cl:1][C:2]1[CH:3]=[CH:4][C:5]2[NH:11]/[C:10](=[N:12]\[NH:13][C:14](=O)[CH2:15][F:16])/[C@@H:9]([CH2:18][C:19]3[S:20][C:21]([CH2:24][CH2:25][C:26]([O:28][CH3:29])=[O:27])=[CH:22][N:23]=3)[S:8][C@H:7]([C:30]3[CH:35]=[CH:34][CH:33]=[C:32]([O:36][CH3:37])[C:31]=3[O:38][CH3:39])[C:6]=2[CH:40]=1, predict the reaction product. The product is: [Cl:1][C:2]1[CH:3]=[CH:4][C:5]2[N:11]3[C:14]([CH2:15][F:16])=[N:13][N:12]=[C:10]3[C@@H:9]([CH2:18][C:19]3[S:20][C:21]([CH2:24][CH2:25][C:26]([O:28][CH3:29])=[O:27])=[CH:22][N:23]=3)[S:8][C@H:7]([C:30]3[CH:35]=[CH:34][CH:33]=[C:32]([O:36][CH3:37])[C:31]=3[O:38][CH3:39])[C:6]=2[CH:40]=1. (6) Given the reactants [S:1]1[CH2:6][CH2:5][CH:4]=[C:3]([C:7]([O:9]C)=[O:8])[CH2:2]1.CO.[OH-].[Li+].Cl, predict the reaction product. The product is: [S:1]1[CH2:6][CH2:5][CH:4]=[C:3]([C:7]([OH:9])=[O:8])[CH2:2]1. (7) Given the reactants [Br:1][C:2]1[CH:7]=[C:6]([O:8][CH2:9][C:10]2[N:11]([C:18]3[C:23]([Cl:24])=[CH:22][CH:21]=[CH:20][C:19]=3[Cl:25])[N:12]=[N:13][C:14]=2[CH:15]([CH3:17])[CH3:16])[CH:5]=[CH:4][C:3]=1[C:26]1[CH:31]=[CH:30][C:29]([C:32](Cl)=[O:33])=[CH:28][CH:27]=1.[CH:35]([NH2:39])([CH2:37][CH3:38])C.Cl[CH2:41]Cl, predict the reaction product. The product is: [CH2:35]([NH:39][C:32]([C:29]1[CH:30]=[CH:31][C:26]([C:3]2[CH:4]=[CH:5][C:6]([O:8][CH2:9][C:10]3[N:11]([C:18]4[C:23]([Cl:24])=[CH:22][CH:21]=[CH:20][C:19]=4[Cl:25])[N:12]=[N:13][C:14]=3[CH:15]([CH3:16])[CH3:17])=[CH:7][C:2]=2[Br:1])=[CH:27][CH:28]=1)=[O:33])[CH:37]([CH3:41])[CH3:38].